From a dataset of Forward reaction prediction with 1.9M reactions from USPTO patents (1976-2016). Predict the product of the given reaction. Given the reactants [CH3:1][O:2][C:3](=[O:16])[CH:4]=[CH:5][C:6]1[CH:11]=[CH:10][C:9]([N+:12]([O-])=O)=[CH:8][C:7]=1[CH3:15].[H][H], predict the reaction product. The product is: [CH3:1][O:2][C:3](=[O:16])[CH2:4][CH2:5][C:6]1[CH:11]=[CH:10][C:9]([NH2:12])=[CH:8][C:7]=1[CH3:15].